The task is: Regression. Given two drug SMILES strings and cell line genomic features, predict the synergy score measuring deviation from expected non-interaction effect.. This data is from NCI-60 drug combinations with 297,098 pairs across 59 cell lines. (1) Drug 1: C1=CC(=CC=C1CCC2=CNC3=C2C(=O)NC(=N3)N)C(=O)NC(CCC(=O)O)C(=O)O. Drug 2: CC1=C(C(=CC=C1)Cl)NC(=O)C2=CN=C(S2)NC3=CC(=NC(=N3)C)N4CCN(CC4)CCO. Cell line: SF-295. Synergy scores: CSS=36.8, Synergy_ZIP=0.227, Synergy_Bliss=0.601, Synergy_Loewe=-0.998, Synergy_HSA=2.59. (2) Drug 1: CNC(=O)C1=CC=CC=C1SC2=CC3=C(C=C2)C(=NN3)C=CC4=CC=CC=N4. Drug 2: CCN(CC)CCNC(=O)C1=C(NC(=C1C)C=C2C3=C(C=CC(=C3)F)NC2=O)C. Cell line: CCRF-CEM. Synergy scores: CSS=5.17, Synergy_ZIP=-1.21, Synergy_Bliss=3.03, Synergy_Loewe=-3.03, Synergy_HSA=0.486. (3) Drug 1: C1=CN(C=N1)CC(O)(P(=O)(O)O)P(=O)(O)O. Drug 2: C1C(C(OC1N2C=NC(=NC2=O)N)CO)O. Cell line: SW-620. Synergy scores: CSS=18.6, Synergy_ZIP=-5.41, Synergy_Bliss=0.908, Synergy_Loewe=5.59, Synergy_HSA=6.21. (4) Drug 1: CC1=C(C=C(C=C1)NC2=NC=CC(=N2)N(C)C3=CC4=NN(C(=C4C=C3)C)C)S(=O)(=O)N.Cl. Drug 2: CCC1(CC2CC(C3=C(CCN(C2)C1)C4=CC=CC=C4N3)(C5=C(C=C6C(=C5)C78CCN9C7C(C=CC9)(C(C(C8N6C=O)(C(=O)OC)O)OC(=O)C)CC)OC)C(=O)OC)O.OS(=O)(=O)O. Cell line: MALME-3M. Synergy scores: CSS=43.7, Synergy_ZIP=6.75, Synergy_Bliss=9.99, Synergy_Loewe=7.44, Synergy_HSA=7.53. (5) Drug 1: C1CN1C2=NC(=NC(=N2)N3CC3)N4CC4. Drug 2: C1CCN(CC1)CCOC2=CC=C(C=C2)C(=O)C3=C(SC4=C3C=CC(=C4)O)C5=CC=C(C=C5)O. Cell line: SNB-19. Synergy scores: CSS=23.1, Synergy_ZIP=1.67, Synergy_Bliss=1.66, Synergy_Loewe=-1.85, Synergy_HSA=-0.521.